Dataset: Full USPTO retrosynthesis dataset with 1.9M reactions from patents (1976-2016). Task: Predict the reactants needed to synthesize the given product. (1) The reactants are: COC[O:4][C:5]1[CH:10]=[CH:9][CH:8]=[C:7]([O:11]COC)[C:6]=1[C:15]1[CH:20]=[CH:19][CH:18]=[CH:17][CH:16]=1.Cl.O. Given the product [C:6]1([C:15]2[CH:16]=[CH:17][CH:18]=[CH:19][CH:20]=2)[C:5]([OH:4])=[CH:10][CH:9]=[CH:8][C:7]=1[OH:11], predict the reactants needed to synthesize it. (2) Given the product [Cl:10][CH:7]([CH2:8][O:2][CH3:1])[C:6]([O:5][CH3:4])=[O:11], predict the reactants needed to synthesize it. The reactants are: [CH3:1][O-:2].[Na+].[CH3:4][O:5][C:6](=[O:11])[CH:7]([Cl:10])[CH2:8]Cl.Cl. (3) Given the product [CH3:23][O:22][C:10]1[CH:9]=[CH:8][C:7]2[CH2:19][C@H:18]3[NH:2][CH2:3][CH2:4][C@:5]45[C:6]=2[C:11]=1[O:12][C@H:13]4[C:14]([O:20][CH3:21])=[CH:15][CH:16]=[C:17]35, predict the reactants needed to synthesize it. The reactants are: C[N:2]1[C@@H:18]2[CH2:19][C:7]3[CH:8]=[CH:9][C:10]([O:22][CH3:23])=[C:11]4[O:12][C@H:13]5[C:14]([O:20][CH3:21])=[CH:15][CH:16]=[C:17]2[C@:5]5([C:6]=34)[CH2:4][CH2:3]1.CCOC(/N=N/C(OCC)=O)=O.Cl.N1C=CC=CC=1.CO. (4) Given the product [OH2:7].[ClH:35].[ClH:34].[F:31][C:2]([F:1])([F:30])[C:3]1[CH:4]=[C:5]([CH:23]=[C:24]([C:26]([F:27])([F:28])[F:29])[CH:25]=1)[C:6]([N:8]1[CH2:13][CH2:12][N:11]([CH2:36][CH2:37][N:38]2[CH2:43][CH2:42][O:41][C@H:40]([CH2:44][O:45][CH3:46])[CH2:39]2)[CH2:10][C@H:9]1[CH2:14][C:15]1[CH:20]=[CH:19][C:18]([CH3:21])=[C:17]([OH:22])[CH:16]=1)=[O:7].[OH2:7].[OH2:7].[F:31][C:2]([C:3]1[CH:4]=[C:5]([CH:23]=[C:24]([C:26]([F:27])([F:28])[F:29])[CH:25]=1)[C:6]([N:8]1[CH2:13][CH2:12][N:11]([CH2:36][CH2:37][N:38]2[CH2:43][CH2:42][O:41][C@H:40]([CH2:44][O:45][CH3:46])[CH2:39]2)[CH2:10][C@H:9]1[CH2:14][C:15]1[CH:20]=[CH:19][C:18]([CH3:21])=[C:17]([OH:22])[CH:16]=1)=[O:7])([F:1])[F:30].[ClH:35].[ClH:35], predict the reactants needed to synthesize it. The reactants are: [F:1][C:2]([F:31])([F:30])[C:3]1[CH:4]=[C:5]([CH:23]=[C:24]([C:26]([F:29])([F:28])[F:27])[CH:25]=1)[C:6]([N:8]1[CH2:13][CH2:12][NH:11][CH2:10][C@H:9]1[CH2:14][C:15]1[CH:20]=[CH:19][C:18]([CH3:21])=[C:17]([OH:22])[CH:16]=1)=[O:7].[I-].[K+].[ClH:34].[Cl:35][CH2:36][CH2:37][N:38]1[CH2:43][CH2:42][O:41][C@H:40]([CH2:44][O:45][CH3:46])[CH2:39]1.C(N(CC)C(C)C)(C)C. (5) Given the product [CH:1]1(/[CH:5]=[N:13]/[S@:11]([C:8]([CH3:10])([CH3:9])[CH3:7])=[O:12])[CH2:4][CH2:3][CH2:2]1, predict the reactants needed to synthesize it. The reactants are: [CH:1]1([CH:5]=O)[CH2:4][CH2:3][CH2:2]1.[CH3:7][C:8]([S@@:11]([NH2:13])=[O:12])([CH3:10])[CH3:9]. (6) The reactants are: I[C:2]1[C:7]([O:8][C:9]2[C:18]3[C:13](=[CH:14][C:15]([O:21][CH3:22])=[C:16]([O:19][CH3:20])[CH:17]=3)[N:12]=[CH:11][CH:10]=2)=[CH:6][CH:5]=[C:4]([CH3:23])[N:3]=1.[CH3:24][C:25]1[CH:30]=[CH:29][C:28](B(O)O)=[CH:27][CH:26]=1.C(=O)([O-])O.[Na+]. Given the product [CH3:20][O:19][C:16]1[CH:17]=[C:18]2[C:13](=[CH:14][C:15]=1[O:21][CH3:22])[N:12]=[CH:11][CH:10]=[C:9]2[O:8][C:7]1[C:2]([C:28]2[CH:29]=[CH:30][C:25]([CH3:24])=[CH:26][CH:27]=2)=[N:3][C:4]([CH3:23])=[CH:5][CH:6]=1, predict the reactants needed to synthesize it. (7) The reactants are: C([Li])(C)(C)C.I[C:7]1([CH2:10][C@H:11]2[CH2:15][O:14][C:13]([CH3:17])([CH3:16])[O:12]2)[CH2:9][CH2:8]1.[S:18]([Cl:21])(Cl)=[O:19].CC[O:24]CC. Given the product [CH3:16][C:13]1([CH3:17])[O:12][C@@H:11]([CH2:10][C:7]2([S:18]([Cl:21])(=[O:19])=[O:24])[CH2:9][CH2:8]2)[CH2:15][O:14]1, predict the reactants needed to synthesize it.